This data is from NCI-60 drug combinations with 297,098 pairs across 59 cell lines. The task is: Regression. Given two drug SMILES strings and cell line genomic features, predict the synergy score measuring deviation from expected non-interaction effect. (1) Drug 2: C1=CC=C(C(=C1)C(C2=CC=C(C=C2)Cl)C(Cl)Cl)Cl. Synergy scores: CSS=41.3, Synergy_ZIP=1.88, Synergy_Bliss=4.61, Synergy_Loewe=-34.6, Synergy_HSA=5.30. Drug 1: CCC1=CC2CC(C3=C(CN(C2)C1)C4=CC=CC=C4N3)(C5=C(C=C6C(=C5)C78CCN9C7C(C=CC9)(C(C(C8N6C)(C(=O)OC)O)OC(=O)C)CC)OC)C(=O)OC.C(C(C(=O)O)O)(C(=O)O)O. Cell line: PC-3. (2) Drug 1: CC1C(C(=O)NC(C(=O)N2CCCC2C(=O)N(CC(=O)N(C(C(=O)O1)C(C)C)C)C)C(C)C)NC(=O)C3=C4C(=C(C=C3)C)OC5=C(C(=O)C(=C(C5=N4)C(=O)NC6C(OC(=O)C(N(C(=O)CN(C(=O)C7CCCN7C(=O)C(NC6=O)C(C)C)C)C)C(C)C)C)N)C. Drug 2: CC1=C(N=C(N=C1N)C(CC(=O)N)NCC(C(=O)N)N)C(=O)NC(C(C2=CN=CN2)OC3C(C(C(C(O3)CO)O)O)OC4C(C(C(C(O4)CO)O)OC(=O)N)O)C(=O)NC(C)C(C(C)C(=O)NC(C(C)O)C(=O)NCCC5=NC(=CS5)C6=NC(=CS6)C(=O)NCCC[S+](C)C)O. Cell line: UO-31. Synergy scores: CSS=18.8, Synergy_ZIP=-7.67, Synergy_Bliss=0.529, Synergy_Loewe=-1.15, Synergy_HSA=0.770.